Dataset: TCR-epitope binding with 47,182 pairs between 192 epitopes and 23,139 TCRs. Task: Binary Classification. Given a T-cell receptor sequence (or CDR3 region) and an epitope sequence, predict whether binding occurs between them. (1) The TCR CDR3 sequence is CASGAGGLNEQFF. Result: 1 (the TCR binds to the epitope). The epitope is RTLNAWVKV. (2) The epitope is FPPTSFGPL. The TCR CDR3 sequence is CASSQGPASMEANTEAFF. Result: 1 (the TCR binds to the epitope). (3) The TCR CDR3 sequence is CASSYMGGSYEQYF. The epitope is KLWAQCVQL. Result: 1 (the TCR binds to the epitope). (4) The epitope is WICLLQFAY. The TCR CDR3 sequence is CARSLAPGATNEKLFF. Result: 0 (the TCR does not bind to the epitope). (5) The epitope is KLWAQCVQL. The TCR CDR3 sequence is CASTAANSYNEQFF. Result: 1 (the TCR binds to the epitope). (6) The epitope is IPSINVHHY. The TCR CDR3 sequence is CASSLLVSTGTDTQYF. Result: 0 (the TCR does not bind to the epitope).